From a dataset of Full USPTO retrosynthesis dataset with 1.9M reactions from patents (1976-2016). Predict the reactants needed to synthesize the given product. (1) Given the product [C:18]([O:22][C:23]1[C:24]([CH2:29][N:15]2[CH2:14][CH2:13][CH:12]([C:10](=[O:11])[CH2:9][C:4]3[CH:5]=[CH:6][CH:7]=[CH:8][C:3]=3[Cl:2])[CH2:17][CH2:16]2)=[N:25][CH:26]=[CH:27][N:28]=1)([CH3:21])([CH3:20])[CH3:19], predict the reactants needed to synthesize it. The reactants are: Cl.[Cl:2][C:3]1[CH:8]=[CH:7][CH:6]=[CH:5][C:4]=1[CH2:9][C:10]([CH:12]1[CH2:17][CH2:16][NH:15][CH2:14][CH2:13]1)=[O:11].[C:18]([O:22][C:23]1[C:24]([CH:29]=O)=[N:25][CH:26]=[CH:27][N:28]=1)([CH3:21])([CH3:20])[CH3:19].C(O[BH-](OC(=O)C)OC(=O)C)(=O)C.[Na+].[OH-].[Na+]. (2) Given the product [Cl:1][C:2]1[CH:7]=[CH:6][C:5]([NH2:8])=[CH:4][C:3]=1[CH:11]([CH3:13])[CH3:12], predict the reactants needed to synthesize it. The reactants are: [Cl:1][C:2]1[CH:7]=[CH:6][C:5]([N+:8]([O-])=O)=[CH:4][C:3]=1[C:11]([CH3:13])=[CH2:12]. (3) Given the product [CH2:1]([O:3][C@@H:4]([CH2:10][C:11]1[CH:12]=[CH:13][C:14]([OH:17])=[CH:15][CH:16]=1)[C:5]([OH:7])=[O:6])[CH3:2].[CH2:1]([O:3][C@H:4]([CH2:10][C:11]1[CH:12]=[CH:13][C:14]([OH:17])=[CH:15][CH:16]=1)[C:5]([O:7][CH2:8][CH3:9])=[O:6])[CH3:2], predict the reactants needed to synthesize it. The reactants are: [CH2:1]([O:3][CH:4]([CH2:10][C:11]1[CH:16]=[CH:15][C:14]([OH:17])=[CH:13][CH:12]=1)[C:5]([O:7][CH2:8][CH3:9])=[O:6])[CH3:2].CO. (4) The reactants are: [CH2:1]([O:3][C:4](=[O:14])[CH2:5][NH:6][C:7]1[CH:12]=[CH:11][C:10]([CH3:13])=[CH:9][CH:8]=1)[CH3:2].C(OCC)=O.[O-][CH2:21]C.[K+].[S-:24][C:25]#[N:26].[K+].Cl. Given the product [CH2:1]([O:3][C:4]([C:5]1[N:6]([C:7]2[CH:8]=[CH:9][C:10]([CH3:13])=[CH:11][CH:12]=2)[C:25]([SH:24])=[N:26][CH:21]=1)=[O:14])[CH3:2], predict the reactants needed to synthesize it. (5) Given the product [CH3:25][C@@H:3]1[C@H:2]([NH:1][CH2:31][C:27]2[NH:26][CH:30]=[CH:29][CH:28]=2)[CH2:11][C@@H:10]2[C@:5]([CH3:14])([CH2:6][CH2:7][CH2:8][C:9]2([CH3:13])[CH3:12])[C@H:4]1[C:15]([C:17]1[CH:22]=[C:21]([OH:23])[CH:20]=[C:19]([OH:24])[CH:18]=1)=[O:16], predict the reactants needed to synthesize it. The reactants are: [NH2:1][C@@H:2]1[CH2:11][C@@H:10]2[C@:5]([CH3:14])([CH2:6][CH2:7][CH2:8][C:9]2([CH3:13])[CH3:12])[C@@H:4]([C:15]([C:17]2[CH:18]=[C:19]([OH:24])[CH:20]=[C:21]([OH:23])[CH:22]=2)=[O:16])[C@@H:3]1[CH3:25].[NH:26]1[CH:30]=[CH:29][CH:28]=[C:27]1[CH:31]=O.C(O)(=O)C.C(O[BH-](OC(=O)C)OC(=O)C)(=O)C.[Na+]. (6) Given the product [CH2:1]([O:8][C:9]1[CH:10]=[C:11]2[C:16](=[CH:17][CH:18]=1)[C:15](=[O:19])[N:14]([CH2:20][CH:21]([CH3:22])[CH3:23])[C:13]([CH2:24][OH:25])=[C:12]2[O:27][CH2:28][CH2:29][CH2:30][C:31]([F:32])([F:33])[F:34])[C:2]1[CH:3]=[CH:4][CH:5]=[CH:6][CH:7]=1, predict the reactants needed to synthesize it. The reactants are: [CH2:1]([O:8][C:9]1[CH:10]=[C:11]2[C:16](=[CH:17][CH:18]=1)[C:15](=[O:19])[N:14]([CH2:20][CH:21]([CH3:23])[CH3:22])[C:13]([C:24](O)=[O:25])=[C:12]2[O:27][CH2:28][CH2:29][CH2:30][C:31]([F:34])([F:33])[F:32])[C:2]1[CH:7]=[CH:6][CH:5]=[CH:4][CH:3]=1.C(Cl)(=O)C(Cl)=O.[BH4-].[Na+].Cl. (7) Given the product [C:21]([NH:2][CH2:3][CH2:4][NH:5][C:6]([C:8]1[O:9][C:10]([CH3:20])([C:14]2[CH:19]=[CH:18][CH:17]=[CH:16][CH:15]=2)[C:11](=[O:13])[CH:12]=1)=[O:7])(=[O:41])[CH2:22][CH2:23][CH2:24]/[CH:25]=[CH:26]\[CH2:27]/[CH:28]=[CH:29]\[CH2:30]/[CH:31]=[CH:32]\[CH2:33]/[CH:34]=[CH:35]\[CH2:36]/[CH:37]=[CH:38]\[CH2:39][CH3:40], predict the reactants needed to synthesize it. The reactants are: Cl.[NH2:2][CH2:3][CH2:4][NH:5][C:6]([C:8]1[O:9][C:10]([CH3:20])([C:14]2[CH:19]=[CH:18][CH:17]=[CH:16][CH:15]=2)[C:11](=[O:13])[CH:12]=1)=[O:7].[C:21](O)(=[O:41])[CH2:22][CH2:23][CH2:24]/[CH:25]=[CH:26]\[CH2:27]/[CH:28]=[CH:29]\[CH2:30]/[CH:31]=[CH:32]\[CH2:33]/[CH:34]=[CH:35]\[CH2:36]/[CH:37]=[CH:38]\[CH2:39][CH3:40].